Dataset: Catalyst prediction with 721,799 reactions and 888 catalyst types from USPTO. Task: Predict which catalyst facilitates the given reaction. (1) Reactant: CO[C:3]1[C:6](=[O:7])[C:5](=[O:8])[C:4]=1[NH:9][C:10]1[CH:11]=[C:12]([S:16]([N:19]2[CH2:23][CH2:22][CH2:21][C@@H:20]2[C:24]([O:26][CH3:27])=[O:25])(=[O:18])=[O:17])[CH:13]=[CH:14][CH:15]=1.[CH3:28][C:29]1[O:33][C:32]([CH:34]([NH2:40])[C:35]2([CH3:39])[CH2:38][O:37][CH2:36]2)=[CH:31][CH:30]=1. Product: [CH3:28][C:29]1[O:33][C:32]([CH:34]([NH:40][C:3]2[C:6](=[O:7])[C:5](=[O:8])[C:4]=2[NH:9][C:10]2[CH:11]=[C:12]([S:16]([N:19]3[CH2:23][CH2:22][CH2:21][C@@H:20]3[C:24]([O:26][CH3:27])=[O:25])(=[O:17])=[O:18])[CH:13]=[CH:14][CH:15]=2)[C:35]2([CH3:39])[CH2:36][O:37][CH2:38]2)=[CH:31][CH:30]=1. The catalyst class is: 8. (2) Reactant: [OH:1][C@H:2]1[CH2:19][CH2:18][C@@:17]2([CH3:20])[C@@H:4]([CH2:5][CH2:6][C@:7]3([CH3:42])[C@@H:16]2[CH2:15][CH2:14][C@H:13]2[C@@:8]3([CH3:41])[CH2:9][CH2:10][C@@:11]3([C:28]([N:30]4[CH2:35][CH2:34][CH:33]([O:36][CH2:37][CH2:38][O:39][CH3:40])[CH2:32][CH2:31]4)=[O:29])[CH2:23][CH2:22][C@@H:21]([C:24]4([CH3:27])[CH2:26][CH2:25]4)[C@@H:12]32)[C:3]1([CH3:44])[CH3:43].[CH3:45][C:46]1([CH3:53])[CH2:51][C:50](=[O:52])[O:49][C:47]1=[O:48].C1(C)C=CC=CC=1. The catalyst class is: 81. Product: [CH3:40][O:39][CH2:38][CH2:37][O:36][CH:33]1[CH2:32][CH2:31][N:30]([C:28]([C@:11]23[CH2:23][CH2:22][C@@H:21]([C:24]4([CH3:27])[CH2:26][CH2:25]4)[C@@H:12]2[C@@H:13]2[C@@:8]([CH3:41])([CH2:9][CH2:10]3)[C@@:7]3([CH3:42])[C@@H:16]([C@:17]4([CH3:20])[C@@H:4]([CH2:5][CH2:6]3)[C:3]([CH3:44])([CH3:43])[C@@H:2]([O:1][C:50](=[O:52])[CH2:51][C:46]([CH3:53])([CH3:45])[C:47]([OH:49])=[O:48])[CH2:19][CH2:18]4)[CH2:15][CH2:14]2)=[O:29])[CH2:35][CH2:34]1. (3) Reactant: Br[C:2]1[CH:3]=[N:4][C:5]([O:8][C:9]2[CH:14]=[CH:13][C:12]([O:15][CH3:16])=[CH:11][CH:10]=2)=[N:6][CH:7]=1.[C:17]1(C)[CH:22]=[CH:21][CH:20]=[CH:19][CH:18]=1.[C:24]1(C2C=CC=CC=2)C=CC=CC=1P(C(C)(C)C)C(C)(C)C.[C:45]([O-:48])([O-])=[O:46].[Cs+].[Cs+]. Product: [CH3:16][O:15][C:12]1[CH:13]=[CH:14][C:9]([O:8][C:5]2[N:4]=[CH:3][C:2]([C:17]3[CH:22]=[CH:21][C:20]([C:45]([O:48][CH3:24])=[O:46])=[CH:19][CH:18]=3)=[CH:7][N:6]=2)=[CH:10][CH:11]=1. The catalyst class is: 318.